Predict the reactants needed to synthesize the given product. From a dataset of Full USPTO retrosynthesis dataset with 1.9M reactions from patents (1976-2016). (1) Given the product [Cl:1][C:2]1[CH:3]=[C:4]([C:9]2([C:32]([F:34])([F:33])[F:35])[O:13][N:12]=[C:11]([C:14]3[CH:15]=[CH:16][C:17]([CH2:18][NH2:19])=[CH:30][CH:31]=3)[CH2:10]2)[CH:5]=[C:6]([Cl:8])[CH:7]=1, predict the reactants needed to synthesize it. The reactants are: [Cl:1][C:2]1[CH:3]=[C:4]([C:9]2([C:32]([F:35])([F:34])[F:33])[O:13][N:12]=[C:11]([C:14]3[CH:31]=[CH:30][C:17]([CH2:18][N:19]4C(=O)C5C(=CC=CC=5)C4=O)=[CH:16][CH:15]=3)[CH2:10]2)[CH:5]=[C:6]([Cl:8])[CH:7]=1.NN. (2) Given the product [F:39][C:40]([F:45])([F:44])[C:41]([OH:43])=[O:42].[F:31][C:25]1[CH:26]=[C:27]([F:30])[CH:28]=[CH:29][C:24]=1[N:23]1[CH:19]([C:17]2[S:18][C:14]([C:11]3[CH2:12][CH2:13][NH:8][CH2:9][CH:10]=3)=[CH:15][CH:16]=2)[CH2:20][C:21]([C:32]([F:37])([F:38])[C:33]([F:35])([F:36])[F:34])=[N:22]1, predict the reactants needed to synthesize it. The reactants are: C([N:8]1[CH2:13][CH:12]=[C:11]([C:14]2[S:18][C:17]([CH:19]3[N:23]([C:24]4[CH:29]=[CH:28][C:27]([F:30])=[CH:26][C:25]=4[F:31])[N:22]=[C:21]([C:32]([F:38])([F:37])[C:33]([F:36])([F:35])[F:34])[CH2:20]3)=[CH:16][CH:15]=2)[CH2:10][CH2:9]1)(OC(C)(C)C)=O.[F:39][C:40]([F:45])([F:44])[C:41]([OH:43])=[O:42]. (3) Given the product [C:1]([O:5][C:6]([N:8]1[CH2:9][CH2:10][N:11]([C:14]2[N:22]([CH2:35][C:36]#[C:37][CH3:38])[C:21]3[C:20](=[O:23])[N:19]([CH2:24][C:25]([C:27]4[CH:32]=[CH:31][CH:30]=[C:29]([O:33][CH3:34])[CH:28]=4)=[O:26])[CH:18]=[N:17][C:16]=3[CH:15]=2)[CH2:12][CH2:13]1)=[O:7])([CH3:4])([CH3:3])[CH3:2], predict the reactants needed to synthesize it. The reactants are: [C:1]([O:5][C:6]([N:8]1[CH2:13][CH2:12][N:11]([C:14]2[NH:22][C:21]3[C:20](=[O:23])[N:19]([CH2:24][C:25]([C:27]4[CH:32]=[CH:31][CH:30]=[C:29]([O:33][CH3:34])[CH:28]=4)=[O:26])[CH:18]=[N:17][C:16]=3[CH:15]=2)[CH2:10][CH2:9]1)=[O:7])([CH3:4])([CH3:3])[CH3:2].[CH3:35][CH:36](Br)[C:37]#[CH:38].C(=O)([O-])[O-].[K+].[K+]. (4) The reactants are: [CH3:1][S:2](Cl)(=[O:4])=[O:3].[C:6]([S:10][CH2:11][CH2:12][CH2:13][CH2:14][CH2:15][CH2:16][CH2:17][CH2:18][CH2:19][CH2:20][CH2:21][CH2:22][CH2:23][CH2:24][CH2:25][CH2:26][OH:27])([CH3:9])([CH3:8])[CH3:7].C(N(CC)CC)C. Given the product [CH3:1][S:2]([O:27][CH2:26][CH2:25][CH2:24][CH2:23][CH2:22][CH2:21][CH2:20][CH2:19][CH2:18][CH2:17][CH2:16][CH2:15][CH2:14][CH2:13][CH2:12][CH2:11][S:10][C:6]([CH3:8])([CH3:9])[CH3:7])(=[O:4])=[O:3], predict the reactants needed to synthesize it. (5) Given the product [CH2:1]([NH:3][C:4]([N:28]1[CH2:29][CH2:30][CH:25]([C:20]2[C:19]3[C:23](=[CH:24][C:16]([C:14]4[CH:15]=[C:10]([C:9]([NH:8][CH2:6][CH3:7])=[O:32])[CH:11]=[CH:12][C:13]=4[CH3:31])=[CH:17][CH:18]=3)[NH:22][N:21]=2)[CH2:26][CH2:27]1)=[O:5])[CH3:2], predict the reactants needed to synthesize it. The reactants are: [CH2:1]([N:3]=[C:4]=[O:5])[CH3:2].[CH2:6]([NH:8][C:9](=[O:32])[C:10]1[CH:15]=[C:14]([C:16]2[CH:24]=[C:23]3[C:19]([C:20]([CH:25]4[CH2:30][CH2:29][NH:28][CH2:27][CH2:26]4)=[N:21][NH:22]3)=[CH:18][CH:17]=2)[C:13]([CH3:31])=[CH:12][CH:11]=1)[CH3:7].